This data is from Catalyst prediction with 721,799 reactions and 888 catalyst types from USPTO. The task is: Predict which catalyst facilitates the given reaction. Reactant: C([Si](C(C)C)(C(C)C)[O:5][C:6]([C:9]1[CH:13]=[CH:12][S:11][CH:10]=1)=[CH:7][Cl:8])(C)C. Product: [Cl:8][CH2:7][C:6]([C:9]1[CH:13]=[CH:12][S:11][CH:10]=1)=[O:5]. The catalyst class is: 10.